This data is from Reaction yield outcomes from USPTO patents with 853,638 reactions. The task is: Predict the reaction yield, written as a fraction of the theoretical maximum amount of product (1.0 means a 100% yield; for example, 0.34 means a 34% yield). The reactants are [NH2:1]/[C:2](/[CH3:11])=[CH:3]\[C:4]([O:6][C:7]([CH3:10])([CH3:9])[CH3:8])=[O:5].[F:12][C:13]([F:23])([F:22])[C:14]1[C:15](=[O:21])[CH:16]=[CH:17][C:18](=O)[CH:19]=1.C(Cl)Cl. The catalyst is CCO. The product is [OH:21][C:15]1[C:14]([C:13]([F:12])([F:22])[F:23])=[C:19]2[C:18](=[CH:17][CH:16]=1)[NH:1][C:2]([CH3:11])=[C:3]2[C:4]([O:6][C:7]([CH3:10])([CH3:9])[CH3:8])=[O:5]. The yield is 0.660.